From a dataset of Peptide-MHC class II binding affinity with 134,281 pairs from IEDB. Regression. Given a peptide amino acid sequence and an MHC pseudo amino acid sequence, predict their binding affinity value. This is MHC class II binding data. (1) The peptide sequence is CGRRHSVRIRVRSGG. The MHC is DRB1_0701 with pseudo-sequence DRB1_0701. The binding affinity (normalized) is 0.373. (2) The peptide sequence is KVFIDTIPNIMFFST. The MHC is DRB1_0405 with pseudo-sequence DRB1_0405. The binding affinity (normalized) is 0.554. (3) The peptide sequence is EDPYWGNGDRHSDYQPLGTQDQSLY. The MHC is DRB1_0701 with pseudo-sequence DRB1_0701. The binding affinity (normalized) is 0.151. (4) The peptide sequence is HELIMKDGRKLVVPCR. The MHC is DRB1_1101 with pseudo-sequence DRB1_1101. The binding affinity (normalized) is 0.398.